Dataset: Forward reaction prediction with 1.9M reactions from USPTO patents (1976-2016). Task: Predict the product of the given reaction. (1) Given the reactants Cl[C:2]1[N:7]=[C:6](Cl)[C:5]([F:9])=[CH:4][N:3]=1.[NH2:10][C:11]1[CH:12]=[C:13]2[C:17](=[CH:18][CH:19]=1)[NH:16][CH:15]=[CH:14]2, predict the reaction product. The product is: [NH:16]1[C:17]2[C:13](=[CH:12][C:11]([NH:10][C:2]3[N:7]=[C:6]([NH:10][C:11]4[CH:12]=[C:13]5[C:17](=[CH:18][CH:19]=4)[NH:16][CH:15]=[CH:14]5)[C:5]([F:9])=[CH:4][N:3]=3)=[CH:19][CH:18]=2)[CH:14]=[CH:15]1. (2) Given the reactants [N:1]1[CH:6]=[CH:5][CH:4]=[CH:3][C:2]=1[C:7]1[O:11][CH:10]=[N:9][CH:8]=1.[O:12]([C:19]1[CH:24]=[CH:23][C:22]([CH2:25][CH2:26][C:27](O)=[O:28])=[CH:21][CH:20]=1)[C:13]1[CH:18]=[CH:17][CH:16]=[CH:15][CH:14]=1, predict the reaction product. The product is: [O:28]=[C:27]([C:10]1[O:11][C:7]([C:2]2[CH:3]=[CH:4][CH:5]=[CH:6][N:1]=2)=[CH:8][N:9]=1)[CH2:26][CH2:25][C:22]1[CH:23]=[CH:24][C:19]([O:12][C:13]2[CH:18]=[CH:17][CH:16]=[CH:15][CH:14]=2)=[CH:20][CH:21]=1. (3) Given the reactants [Cl:1][C:2]1[CH:11]=[CH:10][C:9]2[C:4](=[CH:5][CH:6]=[CH:7][C:8]=2[OH:12])[N:3]=1.C(=O)([O-])[O-].[K+].[K+].Br[CH:20]([O:23][CH:24](CC)Br)[CH2:21]C.O, predict the reaction product. The product is: [Cl:1][C:2]1[CH:11]=[CH:10][C:9]2[C:4](=[CH:5][CH:6]=[CH:7][C:8]=2[O:12][CH2:21][CH2:20][O:23][CH3:24])[N:3]=1. (4) Given the reactants [NH2:1][C:2]1[C:3]([C:9]([NH:11][C:12]2[CH:13]=[N:14][CH:15]=[CH:16][CH:17]=2)=[O:10])=[N:4][C:5](Br)=[CH:6][N:7]=1.[C:18]([C:21]1[CH:26]=[CH:25][C:24](B(O)O)=[CH:23][CH:22]=1)([OH:20])=[O:19].C(=O)([O-])[O-].[Na+].[Na+], predict the reaction product. The product is: [NH2:1][C:2]1[N:7]=[CH:6][C:5]([C:24]2[CH:25]=[CH:26][C:21]([C:18]([OH:20])=[O:19])=[CH:22][CH:23]=2)=[N:4][C:3]=1[C:9]([NH:11][C:12]1[CH:13]=[N:14][CH:15]=[CH:16][CH:17]=1)=[O:10]. (5) Given the reactants [CH2:1]=O.[CH2:3]([NH:5][CH2:6][CH3:7])[CH3:4].[N+:8]([C:11]1[NH:12][CH:13]=[CH:14][N:15]=1)([O-:10])=[O:9], predict the reaction product. The product is: [CH2:3]([N:5]([CH2:6][CH3:7])[CH2:1][C:13]1[N:12]=[C:11]([N+:8]([O-:10])=[O:9])[NH:15][CH:14]=1)[CH3:4].